Task: Regression/Classification. Given a drug SMILES string, predict its absorption, distribution, metabolism, or excretion properties. Task type varies by dataset: regression for continuous measurements (e.g., permeability, clearance, half-life) or binary classification for categorical outcomes (e.g., BBB penetration, CYP inhibition). Dataset: rlm.. Dataset: Rat liver microsome stability data (1) The molecule is CC(=O)N1CCc2cc(-c3nc(NC(=O)Cc4ccc5c(c4)OCO5)sc3C)ccc21. The result is 1 (stable in rat liver microsomes). (2) The drug is Cc1ccc(S(=O)(=O)Nc2cnccc2C(=O)Nc2nc(-c3ccc(F)cc3)cs2)cc1. The result is 0 (unstable in rat liver microsomes). (3) The compound is CC[C@@H](c1ccc(-c2ccc(F)cc2)cc1)N1CC[C@](CCCO)(c2ccccc2)OC1=O. The result is 0 (unstable in rat liver microsomes). (4) The drug is Cc1ccc(S(=O)(=O)Nc2ccccc2C(=O)Nc2nc(-c3ccc(Cl)cc3)cs2)cc1. The result is 1 (stable in rat liver microsomes). (5) The molecule is COc1ccc(Nc2nnc(-c3ccc(C)c(S(=O)(=O)NCc4nc5ccccc5[nH]4)c3)c3ccccc23)cc1. The result is 1 (stable in rat liver microsomes). (6) The compound is CNC(=O)[C@@H](NC(=O)c1ccc(-c2ccc(CSc3nc(O)c4c(n3)CCC4)c(F)c2)o1)C1CCCCC1. The result is 1 (stable in rat liver microsomes). (7) The drug is NC(c1cccc(Cl)c1)c1nc(O)c2cc(-c3cn[nH]c3)ccc2n1. The result is 0 (unstable in rat liver microsomes). (8) The drug is CCOc1ccc(CCNC(=O)c2cc3c(s2)CCC3)cc1OCC. The result is 1 (stable in rat liver microsomes). (9) The drug is COc1ccc2cc(CC/C(C)=N/O)ccc2c1. The result is 0 (unstable in rat liver microsomes). (10) The compound is C[C@@H](C#N)NC(=O)c1cccc(-c2cc(-c3ccc(N4CCN(C)CC4)cc3)on2)c1. The result is 1 (stable in rat liver microsomes).